Dataset: Catalyst prediction with 721,799 reactions and 888 catalyst types from USPTO. Task: Predict which catalyst facilitates the given reaction. (1) Product: [C:11]([O:9][C:5]1[CH:6]=[C:7]([CH3:8])[C:2]([Br:1])=[C:3]([CH3:10])[CH:4]=1)(=[O:14])[C:12]#[CH:13]. The catalyst class is: 64. Reactant: [Br:1][C:2]1[C:7]([CH3:8])=[CH:6][C:5]([OH:9])=[CH:4][C:3]=1[CH3:10].[C:11](O)(=[O:14])[C:12]#[CH:13].C1CCC(N=C=NC2CCCCC2)CC1. (2) Reactant: [CH3:1][C:2]([O:5][C:6]([NH:8][C@H:9]([CH2:13][CH3:14])[C:10]([OH:12])=O)=[O:7])([CH3:4])[CH3:3].C(N(CC)C(C)C)(C)C.F[P-](F)(F)(F)(F)F.N1(OC(N(C)C)=[N+](C)C)C2N=CC=CC=2N=N1.[NH2:48][C:49]1[CH:50]=[CH:51][C:52]([O:55][C:56]2[CH:63]=[CH:62][C:59]([C:60]#[N:61])=[CH:58][C:57]=2[CH:64]2[CH2:66][CH2:65]2)=[N:53][CH:54]=1. Product: [C:60]([C:59]1[CH:62]=[CH:63][C:56]([O:55][C:52]2[N:53]=[CH:54][C:49]([NH:48][C:10]([C@H:9]([NH:8][C:6](=[O:7])[O:5][C:2]([CH3:1])([CH3:3])[CH3:4])[CH2:13][CH3:14])=[O:12])=[CH:50][CH:51]=2)=[C:57]([CH:64]2[CH2:65][CH2:66]2)[CH:58]=1)#[N:61]. The catalyst class is: 9.